Dataset: NCI-60 drug combinations with 297,098 pairs across 59 cell lines. Task: Regression. Given two drug SMILES strings and cell line genomic features, predict the synergy score measuring deviation from expected non-interaction effect. (1) Drug 1: C1=NC(=NC(=O)N1C2C(C(C(O2)CO)O)O)N. Drug 2: C(CCl)NC(=O)N(CCCl)N=O. Cell line: LOX IMVI. Synergy scores: CSS=43.3, Synergy_ZIP=-7.72, Synergy_Bliss=-2.85, Synergy_Loewe=-5.16, Synergy_HSA=-0.237. (2) Drug 1: CNC(=O)C1=CC=CC=C1SC2=CC3=C(C=C2)C(=NN3)C=CC4=CC=CC=N4. Drug 2: C1=CN(C(=O)N=C1N)C2C(C(C(O2)CO)O)O.Cl. Cell line: COLO 205. Synergy scores: CSS=52.9, Synergy_ZIP=4.48, Synergy_Bliss=3.93, Synergy_Loewe=-18.4, Synergy_HSA=2.01. (3) Cell line: A498. Drug 1: C1CC(=O)NC(=O)C1N2CC3=C(C2=O)C=CC=C3N. Synergy scores: CSS=3.93, Synergy_ZIP=-3.38, Synergy_Bliss=-2.19, Synergy_Loewe=-1.70, Synergy_HSA=-1.69. Drug 2: CC(C1=C(C=CC(=C1Cl)F)Cl)OC2=C(N=CC(=C2)C3=CN(N=C3)C4CCNCC4)N. (4) Drug 1: CC(CN1CC(=O)NC(=O)C1)N2CC(=O)NC(=O)C2. Drug 2: CS(=O)(=O)CCNCC1=CC=C(O1)C2=CC3=C(C=C2)N=CN=C3NC4=CC(=C(C=C4)OCC5=CC(=CC=C5)F)Cl. Cell line: K-562. Synergy scores: CSS=22.3, Synergy_ZIP=-6.86, Synergy_Bliss=-6.59, Synergy_Loewe=-6.49, Synergy_HSA=-6.66. (5) Drug 1: CC(CN1CC(=O)NC(=O)C1)N2CC(=O)NC(=O)C2. Drug 2: C(CC(=O)O)C(=O)CN.Cl. Cell line: T-47D. Synergy scores: CSS=5.18, Synergy_ZIP=-2.66, Synergy_Bliss=-3.06, Synergy_Loewe=-2.84, Synergy_HSA=-1.94. (6) Drug 1: CC12CCC(CC1=CCC3C2CCC4(C3CC=C4C5=CN=CC=C5)C)O. Drug 2: C1CCC(CC1)NC(=O)N(CCCl)N=O. Cell line: U251. Synergy scores: CSS=33.6, Synergy_ZIP=-9.72, Synergy_Bliss=-0.602, Synergy_Loewe=0.588, Synergy_HSA=0.869. (7) Drug 1: COC1=CC(=CC(=C1O)OC)C2C3C(COC3=O)C(C4=CC5=C(C=C24)OCO5)OC6C(C(C7C(O6)COC(O7)C8=CC=CS8)O)O. Drug 2: C1CN1P(=S)(N2CC2)N3CC3. Cell line: HCT116. Synergy scores: CSS=58.3, Synergy_ZIP=-3.38, Synergy_Bliss=0.329, Synergy_Loewe=-3.82, Synergy_HSA=3.64.